This data is from Forward reaction prediction with 1.9M reactions from USPTO patents (1976-2016). The task is: Predict the product of the given reaction. (1) Given the reactants [NH2:1][C:2]1[N:7]=[C:6]([C:8]([NH:10][CH2:11][C:12]2[CH:13]=[N:14][C:15]([O:18][CH2:19][C:20]([F:23])([F:22])[F:21])=[CH:16][CH:17]=2)=[O:9])[CH:5]=[CH:4][N:3]=1.[C:24](Cl)(=[O:28])[CH:25]([CH3:27])[CH3:26], predict the reaction product. The product is: [C:24]([NH:1][C:2]1[N:7]=[C:6]([C:8]([NH:10][CH2:11][C:12]2[CH:13]=[N:14][C:15]([O:18][CH2:19][C:20]([F:22])([F:23])[F:21])=[CH:16][CH:17]=2)=[O:9])[CH:5]=[CH:4][N:3]=1)(=[O:28])[CH:25]([CH3:27])[CH3:26]. (2) Given the reactants Cl.Cl[CH2:3][C:4]1[C:9]([CH3:10])=[C:8]([O:11][CH3:12])[C:7]([CH3:13])=[CH:6][N:5]=1.[NH3:14].CO, predict the reaction product. The product is: [NH2:14][CH2:3][C:4]1[C:9]([CH3:10])=[C:8]([O:11][CH3:12])[C:7]([CH3:13])=[CH:6][N:5]=1.